This data is from Forward reaction prediction with 1.9M reactions from USPTO patents (1976-2016). The task is: Predict the product of the given reaction. (1) Given the reactants [NH2:1][C:2]1[S:3][C:4]([C:10]2[C:15]([F:16])=[CH:14][C:13]([C:17]([OH:20])([CH3:19])[CH3:18])=[CH:12][C:11]=2[F:21])=[CH:5][C:6]=1[C:7]([NH2:9])=[O:8].Br[C:23]1[N:28]=[C:27]([CH2:29][NH:30][CH:31]([CH3:36])[C:32]([CH3:35])([OH:34])[CH3:33])[CH:26]=[CH:25][CH:24]=1, predict the reaction product. The product is: [F:16][C:15]1[CH:14]=[C:13]([C:17]([OH:20])([CH3:18])[CH3:19])[CH:12]=[C:11]([F:21])[C:10]=1[C:4]1[S:3][C:2]([NH:1][C:23]2[CH:24]=[CH:25][CH:26]=[C:27]([CH2:29][NH:30][CH:31]([CH3:36])[C:32]([OH:34])([CH3:33])[CH3:35])[N:28]=2)=[C:6]([C:7]([NH2:9])=[O:8])[CH:5]=1. (2) Given the reactants F[C:2]1[N:7]=[CH:6][C:5]([C:8]2([OH:35])[CH2:13][CH2:12][CH:11]([N:14]3[CH2:17][CH:16]([NH:18][C:19]([CH2:21][NH:22][C:23](=[O:34])[C:24]4[CH:29]=[CH:28][CH:27]=[C:26]([C:30]([F:33])([F:32])[F:31])[CH:25]=4)=[O:20])[CH2:15]3)[CH2:10][CH2:9]2)=[CH:4][CH:3]=1.[CH:36]1([OH:40])[CH2:39][CH2:38][CH2:37]1, predict the reaction product. The product is: [CH:36]1([O:40][C:2]2[N:7]=[CH:6][C:5]([C:8]3([OH:35])[CH2:13][CH2:12][CH:11]([N:14]4[CH2:15][CH:16]([NH:18][C:19]([CH2:21][NH:22][C:23](=[O:34])[C:24]5[CH:29]=[CH:28][CH:27]=[C:26]([C:30]([F:32])([F:31])[F:33])[CH:25]=5)=[O:20])[CH2:17]4)[CH2:10][CH2:9]3)=[CH:4][CH:3]=2)[CH2:39][CH2:38][CH2:37]1. (3) Given the reactants [Cl:1][C:2]1[CH:22]=[C:21]([Cl:23])[CH:20]=[CH:19][C:3]=1[CH2:4][NH:5][C:6]([C:8]1[S:12][C:11]([CH2:13][OH:14])=[N:10][C:9]=1[O:15][CH:16]([CH3:18])[CH3:17])=[O:7].O[C:25]1[C:30]([O:31][CH3:32])=[CH:29][CH:28]=[CH:27][C:26]=1[CH2:33][C:34]([O:36]C)=[O:35].C(P(CCCC)CCCC)CCC.N(C(N1CCCCC1)=O)=NC(N1CCCCC1)=O, predict the reaction product. The product is: [Cl:1][C:2]1[CH:22]=[C:21]([Cl:23])[CH:20]=[CH:19][C:3]=1[CH2:4][NH:5][C:6]([C:8]1[S:12][C:11]([CH2:13][O:14][C:25]2[C:30]([O:31][CH3:32])=[CH:29][CH:28]=[CH:27][C:26]=2[CH2:33][C:34]([OH:36])=[O:35])=[N:10][C:9]=1[O:15][CH:16]([CH3:18])[CH3:17])=[O:7]. (4) The product is: [CH2:23]([N:5]([CH2:1][CH2:2][CH2:3][CH3:4])[C:6]1[CH:11]=[CH:10][C:9]([CH:12]=[CH:13][C:14]2[S:18][C:17]([CH:19]=[CH:34][C:33]3[C:32]([CH3:35])([CH3:36])[O:31][C:30](=[C:37]([C:38]#[N:39])[C:40]#[N:41])[C:29]=3[C:27]#[N:28])=[CH:16][CH:15]=2)=[C:8]([O:21][CH3:22])[CH:7]=1)[CH2:24][CH2:25][CH3:26]. Given the reactants [CH2:1]([N:5]([CH2:23][CH2:24][CH2:25][CH3:26])[C:6]1[CH:11]=[CH:10][C:9]([CH:12]=[CH:13][C:14]2[S:18][C:17]([CH:19]=O)=[CH:16][CH:15]=2)=[C:8]([O:21][CH3:22])[CH:7]=1)[CH2:2][CH2:3][CH3:4].[C:27]([C:29]1[C:30](=[C:37]([C:40]#[N:41])[C:38]#[N:39])[O:31][C:32]([CH3:36])([CH3:35])[C:33]=1[CH3:34])#[N:28].C([O-])(=O)C.[NH4+], predict the reaction product. (5) Given the reactants [C:1]([O:5][C:6]([NH:8][C@H:9]1[CH2:14][C@@H:13]([O:15][Si](C(C)(C)C)(C)C)[CH2:12][N:11]([C:23]([O:25][CH2:26][C:27]2[CH:32]=[CH:31][CH:30]=[CH:29][CH:28]=2)=[O:24])[CH2:10]1)=[O:7])([CH3:4])([CH3:3])[CH3:2].CCCC[N+](CCCC)(CCCC)CCCC.[F-], predict the reaction product. The product is: [C:1]([O:5][C:6]([NH:8][C@H:9]1[CH2:14][C@@H:13]([OH:15])[CH2:12][N:11]([C:23]([O:25][CH2:26][C:27]2[CH:32]=[CH:31][CH:30]=[CH:29][CH:28]=2)=[O:24])[CH2:10]1)=[O:7])([CH3:4])([CH3:2])[CH3:3]. (6) Given the reactants [F:1][C:2]1[N:7]=[CH:6][C:5]([C:8](O)([CH3:10])[CH3:9])=[CH:4][CH:3]=1.O, predict the reaction product. The product is: [F:1][C:2]1[CH:3]=[CH:4][C:5]([C:8]([CH3:10])=[CH2:9])=[CH:6][N:7]=1. (7) Given the reactants [Br-].[CH:2]1[C:15]2[C:16]3=[C:17]4[C:12](=[CH:13][CH:14]=2)[CH:11]=[CH:10][CH:9]=[C:8]4[CH:7]=[CH:6][C:5]3=[CH:4][CH:3]=1.[Li]CCCC.Cl[P:24](Cl)[C:25]1[CH:30]=[CH:29][CH:28]=[CH:27][CH:26]=1.[CH3:32][O:33][C:34]1[CH:39]=[CH:38][C:37]([Mg]Br)=[CH:36][CH:35]=1.[H][H], predict the reaction product. The product is: [CH3:32][O:33][C:34]1[CH:39]=[CH:38][C:37]([P:24]([C:25]2[CH:30]=[CH:29][CH:28]=[CH:27][CH:26]=2)[C:9]2[C:8]3[C:17]4=[C:16]5[C:5](=[CH:6][CH:7]=3)[CH:4]=[CH:3][CH:2]=[C:15]5[CH:14]=[CH:13][C:12]4=[CH:11][CH:10]=2)=[CH:36][CH:35]=1.